From a dataset of Full USPTO retrosynthesis dataset with 1.9M reactions from patents (1976-2016). Predict the reactants needed to synthesize the given product. (1) Given the product [CH3:1][N:2]([CH3:6])[C:3]([N:7]1[CH2:12][CH2:11][CH2:10][C@@H:9]([NH:13][C:14]2[C:22]3[C:17](=[N:18][CH:19]=[CH:20][C:21]=3[O:23][C:24]3[CH:25]=[CH:26][C:27]([C:28](=[O:29])[NH:30][C:31]4[CH:36]=[CH:35][CH:34]=[CH:33][N:32]=4)=[CH:37][CH:38]=3)[NH:16][N:15]=2)[CH2:8]1)=[O:4], predict the reactants needed to synthesize it. The reactants are: [CH3:1][N:2]([CH3:6])[C:3](Cl)=[O:4].[NH:7]1[CH2:12][CH2:11][CH2:10][C@@H:9]([NH:13][C:14]2[C:22]3[C:17](=[N:18][CH:19]=[CH:20][C:21]=3[O:23][C:24]3[CH:38]=[CH:37][C:27]([C:28]([NH:30][C:31]4[CH:36]=[CH:35][CH:34]=[CH:33][N:32]=4)=[O:29])=[CH:26][CH:25]=3)[NH:16][N:15]=2)[CH2:8]1.C(N(CC)C(C)C)(C)C. (2) Given the product [CH2:15]([C:7]1([CH2:13][CH3:14])[NH:8][C:9]([CH3:11])([CH3:12])[CH2:10][NH:5][C:6]1=[O:17])[CH3:16], predict the reactants needed to synthesize it. The reactants are: C([N:5]1[CH2:10][C:9]([CH3:12])([CH3:11])[NH:8][C:7]([CH2:15][CH3:16])([CH2:13][CH3:14])[C:6]1=[O:17])(C)(C)C.Cl.[OH-].[Na+].C(Cl)(C)(C)C.